Dataset: Catalyst prediction with 721,799 reactions and 888 catalyst types from USPTO. Task: Predict which catalyst facilitates the given reaction. (1) Reactant: [CH3:1][O:2][C:3]1[CH:8]=[CH:7][C:6]([C:9]2[O:10][C:11]3[CH2:16][CH2:15][N:14](C4C=NC=CN=4)[CH2:13][C:12]=3[N:23]=2)=[CH:5][CH:4]=1.Cl[C:25]1[C:30]([C:31]#[N:32])=[CH:29][CH:28]=[CH:27][N:26]=1. Product: [CH3:1][O:2][C:3]1[CH:4]=[CH:5][C:6]([C:9]2[O:10][C:11]3[CH2:16][CH2:15][N:14]([C:25]4[N:26]=[CH:27][CH:28]=[CH:29][C:30]=4[C:31]#[N:32])[CH2:13][C:12]=3[N:23]=2)=[CH:7][CH:8]=1. The catalyst class is: 25. (2) Reactant: Br[C:2]1[CH:3]=[C:4]([CH:16]=[C:17]([O:21][CH3:22])[C:18]=1[O:19][CH3:20])[CH:5]=[C:6]1[C:14]2[C:9](=[CH:10][CH:11]=[CH:12][CH:13]=2)[NH:8][C:7]1=[O:15].C(=O)([O-])[O-].[Na+].[Na+].[CH2:29]([O:31][C:32]1[CH:33]=[C:34](B(O)O)[CH:35]=[CH:36][CH:37]=1)[CH3:30].O. Product: [CH2:29]([O:31][C:32]1[CH:37]=[C:36]([C:3]2[CH:2]=[C:18]([O:19][CH3:20])[C:17]([O:21][CH3:22])=[CH:16][C:4]=2[CH:5]=[C:6]2[C:14]3[C:9](=[CH:10][CH:11]=[CH:12][CH:13]=3)[NH:8][C:7]2=[O:15])[CH:35]=[CH:34][CH:33]=1)[CH3:30]. The catalyst class is: 335. (3) Reactant: [F:1][C:2]1[N:7]=[CH:6][C:5]([CH:8]2[CH2:12][NH:11][C:10](=[O:13])[CH2:9]2)=[CH:4][CH:3]=1.[H-].[Na+].I[CH3:17]. Product: [F:1][C:2]1[N:7]=[CH:6][C:5]([CH:8]2[CH2:12][N:11]([CH3:17])[C:10](=[O:13])[CH2:9]2)=[CH:4][CH:3]=1. The catalyst class is: 31. (4) Reactant: [CH3:1][C:2]1[CH:11]=[CH:10][C:5]([C:6]([NH:8][NH2:9])=[O:7])=[CH:4][CH:3]=1.C([O-])([O-])=O.[K+].[K+].[Cl:18][CH2:19][C:20](Cl)=[O:21]. Product: [Cl:18][CH2:19][C:20]([NH:9][NH:8][C:6](=[O:7])[C:5]1[CH:4]=[CH:3][C:2]([CH3:1])=[CH:11][CH:10]=1)=[O:21]. The catalyst class is: 10. (5) Reactant: C(N(CC)CC)C.[CH3:8][S:9](Cl)(=[O:11])=[O:10].[Cl:13][C:14]1[CH:19]=[CH:18][C:17]([C:20]2[CH:25]=[CH:24][C:23]([CH2:26][CH2:27][C@H:28]3[O:37][C@@H:31]4[O:32][C:33]([CH3:36])([CH3:35])[O:34][C@@H:30]4[C@@H:29]3[CH2:38][CH2:39][OH:40])=[CH:22][CH:21]=2)=[CH:16][CH:15]=1.O. Product: [CH3:8][S:9]([O:40][CH2:39][CH2:38][C@H:29]1[C@@H:30]2[C@@H:31]([O:32][C:33]([CH3:36])([CH3:35])[O:34]2)[O:37][C@@H:28]1[CH2:27][CH2:26][C:23]1[CH:22]=[CH:21][C:20]([C:17]2[CH:18]=[CH:19][C:14]([Cl:13])=[CH:15][CH:16]=2)=[CH:25][CH:24]=1)(=[O:11])=[O:10]. The catalyst class is: 4. (6) Reactant: [CH3:1][O:2][C:3]([C:5]1[N:6]([CH3:11])[N:7]=[C:8]([OH:10])[CH:9]=1)=[O:4].[CH3:12][C:13]1[O:17][N:16]=[C:15]([C:18]2[CH:23]=[CH:22][CH:21]=[CH:20][N:19]=2)[C:14]=1[CH2:24]O.C1(P(C2C=CC=CC=2)C2C=CC=CC=2)C=CC=CC=1.N(C(OCC)=O)=NC(OCC)=O. Product: [CH3:1][O:2][C:3]([C:5]1[N:6]([CH3:11])[N:7]=[C:8]([O:10][CH2:24][C:14]2[C:15]([C:18]3[CH:23]=[CH:22][CH:21]=[CH:20][N:19]=3)=[N:16][O:17][C:13]=2[CH3:12])[CH:9]=1)=[O:4]. The catalyst class is: 1.